This data is from Full USPTO retrosynthesis dataset with 1.9M reactions from patents (1976-2016). The task is: Predict the reactants needed to synthesize the given product. (1) Given the product [SH:1][C:2]1[CH:10]=[CH:9][CH:8]=[CH:7][C:3]=1[C:4](=[O:6])[CH3:11], predict the reactants needed to synthesize it. The reactants are: [SH:1][C:2]1[CH:10]=[CH:9][CH:8]=[CH:7][C:3]=1[C:4]([OH:6])=O.[CH3:11][Li]. (2) Given the product [ClH:34].[ClH:34].[CH3:1][O:2][C:3](=[O:33])[CH2:4][CH:5]([NH:11][CH2:12][CH2:13][O:14][C:15]1[CH:16]=[CH:17][C:18]([CH2:21][CH2:22][CH2:23][CH2:24][NH2:25])=[CH:19][CH:20]=1)[CH2:6][C:7]([O:9][CH3:10])=[O:8], predict the reactants needed to synthesize it. The reactants are: [CH3:1][O:2][C:3](=[O:33])[CH2:4][CH:5]([NH:11][CH2:12][CH2:13][O:14][C:15]1[CH:20]=[CH:19][C:18]([CH2:21][CH2:22][CH2:23][CH2:24][NH:25]C(OC(C)(C)C)=O)=[CH:17][CH:16]=1)[CH2:6][C:7]([O:9][CH3:10])=[O:8].[ClH:34].